From a dataset of Full USPTO retrosynthesis dataset with 1.9M reactions from patents (1976-2016). Predict the reactants needed to synthesize the given product. Given the product [Br:21][C:6](=[N:7][NH:8][C:9]1[N:10]=[N:11][C:12]([Cl:15])=[CH:13][CH:14]=1)[C:4]([O:3][CH2:1][CH3:2])=[O:5], predict the reactants needed to synthesize it. The reactants are: [CH2:1]([O:3][C:4]([CH:6]=[N:7][NH:8][C:9]1[N:10]=[N:11][C:12]([Cl:15])=[CH:13][CH:14]=1)=[O:5])[CH3:2].C([O-])(=O)C.[Na+].[Br:21]Br.